From a dataset of Full USPTO retrosynthesis dataset with 1.9M reactions from patents (1976-2016). Predict the reactants needed to synthesize the given product. (1) The reactants are: [BH4-].[Na+].[C:3]([C:6]1[CH:11]=[CH:10][N:9]=[CH:8][CH:7]=1)(=[O:5])[CH3:4]. Given the product [N:9]1[CH:10]=[CH:11][C:6]([CH:3]([OH:5])[CH3:4])=[CH:7][CH:8]=1, predict the reactants needed to synthesize it. (2) Given the product [Cl-:17].[O:10]1[C:11]2[C:6](=[CH:5][CH:4]=[CH:3][C:2]=2[PH:26][C:20]2[CH:25]=[CH:24][CH:23]=[CH:22][CH:21]=2)[CH:7]=[CH:8][C:9]1=[O:12], predict the reactants needed to synthesize it. The reactants are: I[C:2]1[CH:3]=[CH:4][CH:5]=[C:6]2[C:11]=1[O:10][C:9](=[O:12])[CH:8]=[CH:7]2.C([Mg][Cl:17])(C)C.[Li+].[Cl-].[C:20]1([P:26](Cl)Cl)[CH:25]=[CH:24][CH:23]=[CH:22][CH:21]=1. (3) Given the product [Br:1][C:2]1[CH:13]=[CH:12][C:5]([C:6]2[O:11][CH:10]=[CH:9][N:8]=2)=[C:4]([Cl:14])[CH:3]=1, predict the reactants needed to synthesize it. The reactants are: [Br:1][C:2]1[CH:13]=[CH:12][C:5]([C:6]([NH:8][CH2:9][CH:10]=[O:11])=O)=[C:4]([Cl:14])[CH:3]=1.C1(P(C2C=CC=CC=2)C2C=CC=CC=2)C=CC=CC=1.II.C(N(CC)CC)C. (4) The reactants are: [CH3:1][C:2]([CH3:12])([CH3:11])[CH2:3][CH:4]1[CH2:7][CH:6]([C:8](O)=[O:9])[CH2:5]1.Cl.[CH3:14][NH:15][O:16][CH3:17].C1C=CC2N(O)N=NC=2C=1.CCN=C=NCCCN(C)C.Cl. Given the product [CH3:17][O:16][N:15]([CH3:14])[C:8]([CH:6]1[CH2:7][CH:4]([CH2:3][C:2]([CH3:12])([CH3:11])[CH3:1])[CH2:5]1)=[O:9], predict the reactants needed to synthesize it. (5) Given the product [N+:8]([C:5]1[CH:6]=[CH:7][C:2]([N:17]2[CH2:18][CH2:19][N:14]([C:11](=[O:13])[CH3:12])[CH2:15][CH2:16]2)=[CH:3][CH:4]=1)([O-:10])=[O:9], predict the reactants needed to synthesize it. The reactants are: F[C:2]1[CH:7]=[CH:6][C:5]([N+:8]([O-:10])=[O:9])=[CH:4][CH:3]=1.[C:11]([N:14]1[CH2:19][CH2:18][NH:17][CH2:16][CH2:15]1)(=[O:13])[CH3:12]. (6) Given the product [CH2:1]([Sn:5]1([CH2:6][CH2:7][CH2:8][CH3:9])[O:13][CH2:12][CH2:11][O:10]1)[CH2:2][CH2:3][CH3:4], predict the reactants needed to synthesize it. The reactants are: [CH2:1]([Sn:5](=[O:10])[CH2:6][CH2:7][CH2:8][CH3:9])[CH2:2][CH2:3][CH3:4].[CH2:11](O)[CH2:12][OH:13]. (7) Given the product [F:15][C:16]1[CH:21]=[CH:20][C:19](/[C:22](/[C:24]2[CH:29]=[CH:28][C:27]([O:30][CH3:31])=[CH:26][CH:25]=2)=[CH:12]\[C:13]#[N:14])=[CH:18][CH:17]=1, predict the reactants needed to synthesize it. The reactants are: [H-].[Na+].C(OP(C[CH2:12][C:13]#[N:14])(=O)OCC)C.[F:15][C:16]1[CH:21]=[CH:20][C:19]([C:22]([C:24]2[CH:29]=[CH:28][C:27]([O:30][CH3:31])=[CH:26][CH:25]=2)=O)=[CH:18][CH:17]=1. (8) Given the product [C:18]([C:20]1[CH:21]=[C:22]([S:27]([NH:30][C:31]2[S:32][CH:33]=[CH:34][N:35]=2)(=[O:29])=[O:28])[CH:23]=[CH:24][C:25]=1[O:17][C:7]1[CH:8]=[N:9][C:10]([C:12]2[CH:16]=[CH:15][O:14][CH:13]=2)=[CH:11][C:6]=1[C:3]1[CH:4]=[CH:5][O:1][CH:2]=1)#[N:19], predict the reactants needed to synthesize it. The reactants are: [O:1]1[CH:5]=[CH:4][C:3]([C:6]2[CH:11]=[C:10]([C:12]3[CH:16]=[CH:15][O:14][CH:13]=3)[N:9]=[CH:8][C:7]=2[OH:17])=[CH:2]1.[C:18]([C:20]1[CH:21]=[C:22]([S:27]([NH:30][C:31]2[S:32][CH:33]=[CH:34][N:35]=2)(=[O:29])=[O:28])[CH:23]=[CH:24][C:25]=1F)#[N:19].C([O-])([O-])=O.[Cs+].[Cs+].